Task: Predict the reaction yield, written as a fraction of the theoretical maximum amount of product (1.0 means a 100% yield; for example, 0.34 means a 34% yield).. Dataset: Reaction yield outcomes from USPTO patents with 853,638 reactions (1) The reactants are [CH3:1][O:2][C:3]([C:5]1[N:6]=[C:7](N)[S:8][C:9]=1[CH2:10][CH2:11][C:12]1[CH:17]=[CH:16][CH:15]=[CH:14][CH:13]=1)=[O:4].N(OCCC(C)C)=O. The catalyst is C1COCC1. The product is [CH3:1][O:2][C:3]([C:5]1[N:6]=[CH:7][S:8][C:9]=1[CH2:10][CH2:11][C:12]1[CH:17]=[CH:16][CH:15]=[CH:14][CH:13]=1)=[O:4]. The yield is 0.550. (2) The reactants are I[C:2]1[CH:7]=[CH:6][N:5]=[C:4]([N:8]2[C:16]3[C:11](=[CH:12][CH:13]=[CH:14][CH:15]=3)[C:10]([C:17]([NH2:19])=[O:18])=[N:9]2)[CH:3]=1.[C:20]([C@:22]1([OH:29])[CH2:26][CH2:25][N:24]([CH3:27])[C:23]1=[O:28])#[CH:21]. No catalyst specified. The product is [OH:29][C@@:22]1([C:20]#[C:21][C:2]2[CH:7]=[CH:6][N:5]=[C:4]([N:8]3[C:16]4[C:11](=[CH:12][CH:13]=[CH:14][CH:15]=4)[C:10]([C:17]([NH2:19])=[O:18])=[N:9]3)[CH:3]=2)[CH2:26][CH2:25][N:24]([CH3:27])[C:23]1=[O:28]. The yield is 0.670. (3) The reactants are [CH3:1][C:2]1[CH:10]=[C:9]([O:11][C:12]2[CH:17]=[CH:16][CH:15]=[CH:14][CH:13]=2)[CH:8]=[CH:7][C:3]=1[C:4]([OH:6])=O.CN(C(ON1N=NC2C=CC=NC1=2)=[N+](C)C)C.F[P-](F)(F)(F)(F)F.C(N(CC)CC)C.[NH2:49][CH2:50][C:51]1[C:52]([OH:59])=[N:53][C:54]([CH3:58])=[CH:55][C:56]=1[CH3:57]. The catalyst is ClCCl. The product is [OH:59][C:52]1[C:51]([CH2:50][NH:49][C:4](=[O:6])[C:3]2[CH:7]=[CH:8][C:9]([O:11][C:12]3[CH:17]=[CH:16][CH:15]=[CH:14][CH:13]=3)=[CH:10][C:2]=2[CH3:1])=[C:56]([CH3:57])[CH:55]=[C:54]([CH3:58])[N:53]=1. The yield is 0.250. (4) The reactants are CO[C:3](=[NH:10])[C:4]1[CH:9]=[CH:8][CH:7]=[N:6][CH:5]=1.C(O)(=O)C(O)=O.[CH2:17]([NH:19][NH2:20])[CH3:18]. The catalyst is N1C=CC=CC=1. The product is [CH2:17]([NH:19][NH:20][C:3](=[NH:10])[C:4]1[CH:9]=[CH:8][CH:7]=[N:6][CH:5]=1)[CH3:18]. The yield is 0.870. (5) The reactants are N(/C(OC(C)C)=O)=N\C(OC(C)C)=O.C1(P(C2C=CC=CC=2)C2C=CC=CC=2)C=CC=CC=1.[OH:34][CH2:35][C:36]1[CH:37]=[C:38]([CH2:42][N:43]2[CH2:48][CH2:47][N:46]([C:49]3[C:54]([C:55]([O:57][CH:58]([CH3:60])[CH3:59])=[O:56])=[CH:53][CH:52]=[CH:51][N:50]=3)[CH2:45][CH2:44]2)[CH:39]=[CH:40][CH:41]=1.[CH2:61]([O:63][C:64]1[CH:69]=[CH:68][C:67](O)=[CH:66][CH:65]=1)[CH3:62]. The catalyst is C1COCC1.CS(C)=O. The product is [CH2:61]([O:63][C:64]1[CH:69]=[CH:68][C:67]([O:34][CH2:35][C:36]2[CH:37]=[C:38]([CH2:42][N:43]3[CH2:44][CH2:45][N:46]([C:49]4[C:54]([C:55]([O:57][CH:58]([CH3:60])[CH3:59])=[O:56])=[CH:53][CH:52]=[CH:51][N:50]=4)[CH2:47][CH2:48]3)[CH:39]=[CH:40][CH:41]=2)=[CH:66][CH:65]=1)[CH3:62]. The yield is 0.121. (6) The product is [NH2:19][CH2:18][C@@H:17]([NH:16][C:14]([C:11]1[S:12][CH:13]=[C:9]([C:5]2[N:4]([CH3:41])[N:3]=[C:2]([Cl:1])[C:6]=2[CH2:7][CH3:8])[CH:10]=1)=[O:15])[CH2:30][C:31]1[CH:36]=[CH:35][CH:34]=[CH:33][C:32]=1[C:37]([F:40])([F:39])[F:38]. The yield is 0.830. The reactants are [Cl:1][C:2]1[C:6]([CH2:7][CH3:8])=[C:5]([C:9]2[CH:10]=[C:11]([C:14]([NH:16][C@@H:17]([CH2:30][C:31]3[CH:36]=[CH:35][CH:34]=[CH:33][C:32]=3[C:37]([F:40])([F:39])[F:38])[CH2:18][N:19]3C(=O)C4C(=CC=CC=4)C3=O)=[O:15])[S:12][CH:13]=2)[N:4]([CH3:41])[N:3]=1.NN. The catalyst is O1CCCC1.CO. (7) The reactants are [CH:1]1([NH:6][C:7]2[N:12]=[C:11]([C:13]3[N:17]4[CH:18]=[CH:19][CH:20]=[C:21]([N:22]=CN(C)C)[C:16]4=[N:15][C:14]=3[C:27]3[CH:32]=[CH:31][C:30]([F:33])=[CH:29][CH:28]=3)[CH:10]=[CH:9][N:8]=2)[CH2:5][CH2:4][CH2:3][CH2:2]1.[OH-].[Na+]. The catalyst is CO. The product is [CH:1]1([NH:6][C:7]2[N:12]=[C:11]([C:13]3[N:17]4[CH:18]=[CH:19][CH:20]=[C:21]([NH2:22])[C:16]4=[N:15][C:14]=3[C:27]3[CH:28]=[CH:29][C:30]([F:33])=[CH:31][CH:32]=3)[CH:10]=[CH:9][N:8]=2)[CH2:5][CH2:4][CH2:3][CH2:2]1. The yield is 0.880.